This data is from Forward reaction prediction with 1.9M reactions from USPTO patents (1976-2016). The task is: Predict the product of the given reaction. (1) Given the reactants [C:1]([O:5][C:6](=[O:26])[N:7]([C:18]1[CH:23]=[CH:22][C:21](Br)=[C:20]([F:25])[N:19]=1)[CH2:8][C:9]1[CH:10]=[N:11][C:12]([O:16][CH3:17])=[C:13]([F:15])[CH:14]=1)([CH3:4])([CH3:3])[CH3:2].C([Mg]Cl)(C)C.CN(C)[CH:34]=[O:35].[Cl-].[NH4+], predict the reaction product. The product is: [C:1]([O:5][C:6](=[O:26])[N:7]([C:18]1[CH:23]=[CH:22][C:21]([CH:34]=[O:35])=[C:20]([F:25])[N:19]=1)[CH2:8][C:9]1[CH:10]=[N:11][C:12]([O:16][CH3:17])=[C:13]([F:15])[CH:14]=1)([CH3:4])([CH3:3])[CH3:2]. (2) Given the reactants [OH:1][C:2]1[C:3]([C:17]([NH:19][CH2:20][C:21]([O:23]CC)=[O:22])=[O:18])=[C:4]2[C:9](=[CH:10][C:11]=1[C:12]1[S:16][CH:15]=[N:14][CH:13]=1)[N:8]=[CH:7][CH:6]=[N:5]2.[OH-].[Na+], predict the reaction product. The product is: [OH:1][C:2]1[C:3]([C:17]([NH:19][CH2:20][C:21]([OH:23])=[O:22])=[O:18])=[C:4]2[C:9](=[CH:10][C:11]=1[C:12]1[S:16][CH:15]=[N:14][CH:13]=1)[N:8]=[CH:7][CH:6]=[N:5]2. (3) Given the reactants [Br:1][C:2]1[CH:3]=[CH:4][C:5]([OH:26])=[C:6]([C:8]2[CH2:12][CH2:11][CH2:10][C:9]=2[C:13]2[CH:14]=[C:15]([C:19](NC(C)(C)C)=O)[N:16]=[N:17][CH:18]=2)[CH:7]=1.S(=O)(=O)(O)O.[OH2:32].[OH2:33].[CH2:34](O)[CH3:35], predict the reaction product. The product is: [Br:1][C:2]1[CH:3]=[CH:4][C:5]([OH:26])=[C:6]([C:8]2[CH2:12][CH2:11][CH2:10][C:9]=2[C:13]2[CH:14]=[C:15]([C:19]([O:33][CH2:34][CH3:35])=[O:32])[N:16]=[N:17][CH:18]=2)[CH:7]=1.